From a dataset of Reaction yield outcomes from USPTO patents with 853,638 reactions. Predict the reaction yield, written as a fraction of the theoretical maximum amount of product (1.0 means a 100% yield; for example, 0.34 means a 34% yield). (1) The reactants are [F:1][C:2]1[C:7]2[O:8][CH2:9][O:10][C:6]=2[CH:5]=[C:4]([CH:11]=[O:12])[CH:3]=1.[BH4-].[Na+]. The catalyst is CO. The product is [F:1][C:2]1[C:7]2[O:8][CH2:9][O:10][C:6]=2[CH:5]=[C:4]([CH2:11][OH:12])[CH:3]=1. The yield is 0.980. (2) The reactants are [CH2:1]1[CH:6]2[CH2:7][O:8][C:9]3[CH:15]=[CH:14][CH:13]=[CH:12][C:10]=3[CH2:11][N:5]2[CH2:4][CH2:3][N:2]1C(OC(C)(C)C)=O.[ClH:23].CO. No catalyst specified. The product is [ClH:23].[ClH:23].[CH2:1]1[CH:6]2[CH2:7][O:8][C:9]3[CH:15]=[CH:14][CH:13]=[CH:12][C:10]=3[CH2:11][N:5]2[CH2:4][CH2:3][NH:2]1. The yield is 0.942. (3) The reactants are [CH2:1]([N:8]([CH2:20][C:21]1[CH:26]=[CH:25][CH:24]=[CH:23][CH:22]=1)[CH:9]1[CH2:13][CH:12]([C:14]([O:16]CC)=[O:15])[CH:11]([CH3:19])[CH2:10]1)[C:2]1[CH:7]=[CH:6][CH:5]=[CH:4][CH:3]=1. The catalyst is Cl.O1CCOCC1. The product is [CH2:20]([N:8]([CH2:1][C:2]1[CH:7]=[CH:6][CH:5]=[CH:4][CH:3]=1)[CH:9]1[CH2:13][CH:12]([C:14]([OH:16])=[O:15])[CH:11]([CH3:19])[CH2:10]1)[C:21]1[CH:22]=[CH:23][CH:24]=[CH:25][CH:26]=1. The yield is 0.980. (4) The reactants are [CH3:1][C:2]1([CH3:10])[C:4]([CH3:6])([CH3:5])[CH:3]1[C:7]([OH:9])=O.CN(C)C=O.C(Cl)(=O)C(Cl)=O.Cl.[NH2:23][C:24]1[N:25]=[C:26]2[CH:31]=[CH:30][C:29]([O:32][C:33]3[CH:34]=[CH:35][C:36]([F:49])=[C:37]([NH:39][C:40]([C:42]4[N:46]([CH3:47])[N:45]=[C:44]([CH3:48])[CH:43]=4)=[O:41])[CH:38]=3)=[N:28][N:27]2[CH:50]=1.C(=O)([O-])O.[Na+]. The yield is 0.190. The catalyst is O1CCCC1.CN(C)C(=O)C. The product is [F:49][C:36]1[CH:35]=[CH:34][C:33]([O:32][C:29]2[CH:30]=[CH:31][C:26]3[N:27]([CH:50]=[C:24]([NH:23][C:7]([CH:3]4[C:4]([CH3:5])([CH3:6])[C:2]4([CH3:1])[CH3:10])=[O:9])[N:25]=3)[N:28]=2)=[CH:38][C:37]=1[NH:39][C:40]([C:42]1[N:46]([CH3:47])[N:45]=[C:44]([CH3:48])[CH:43]=1)=[O:41]. (5) The reactants are [CH2:1]([O:8][C@H:9]1[C@H:16]([O:17][CH2:18][C:19]2[CH:24]=[CH:23][CH:22]=[CH:21][CH:20]=2)[C@@H:15]([CH2:25][O:26][Si:27]([C:40]([CH3:43])([CH3:42])[CH3:41])([C:34]2[CH:39]=[CH:38][CH:37]=[CH:36][CH:35]=2)[C:28]2[CH:33]=[CH:32][CH:31]=[CH:30][CH:29]=2)[O:14][C@@H:11]([O:12][CH3:13])[C@@H:10]1[O:44]CC1C=CC(Cl)=CC=1)[C:2]1[CH:7]=[CH:6][CH:5]=[CH:4][CH:3]=1.CNC1C=CC=CC=1.CC([O-])(C)C.[Na+].Cl[Sn](Cl)(Cl)Cl. The catalyst is CC([O-])=O.CC([O-])=O.[Pd+2]. The product is [CH2:1]([O:8][C@H:9]1[C@H:16]([O:17][CH2:18][C:19]2[CH:24]=[CH:23][CH:22]=[CH:21][CH:20]=2)[C@@H:15]([CH2:25][O:26][Si:27]([C:40]([CH3:42])([CH3:41])[CH3:43])([C:28]2[CH:33]=[CH:32][CH:31]=[CH:30][CH:29]=2)[C:34]2[CH:35]=[CH:36][CH:37]=[CH:38][CH:39]=2)[O:14][C@@H:11]([O:12][CH3:13])[C@@H:10]1[OH:44])[C:2]1[CH:7]=[CH:6][CH:5]=[CH:4][CH:3]=1. The yield is 0.810. (6) The reactants are [C:1]([C:3]1[CH:4]=[C:5](Br)[CH:6]=[CH:7][C:8]=1[F:9])#[N:2].[NH:11]1[C:19]2[C:14](=[CH:15][CH:16]=[CH:17][CH:18]=2)[C:13]2([CH:23](B(O)O)[CH2:22][CH2:21][CH2:20]2)[C:12]1=[O:27].C([O-])(=O)C.[Na+].[OH-].[Na+]. The catalyst is COCCOC.O.C1C=CC([P]([Pd]([P](C2C=CC=CC=2)(C2C=CC=CC=2)C2C=CC=CC=2)([P](C2C=CC=CC=2)(C2C=CC=CC=2)C2C=CC=CC=2)[P](C2C=CC=CC=2)(C2C=CC=CC=2)C2C=CC=CC=2)(C2C=CC=CC=2)C2C=CC=CC=2)=CC=1. The product is [C:1]([C:3]1[CH:4]=[C:5]([C:16]2[CH:15]=[C:14]3[C:19](=[CH:18][CH:17]=2)[NH:11][C:12](=[O:27])[C:13]23[CH2:23][CH2:22][CH2:21][CH2:20]2)[CH:6]=[CH:7][C:8]=1[F:9])#[N:2]. The yield is 0.100. (7) The reactants are [Cl:1][C:2]1[CH:3]=[C:4]2[C:9](=[CH:10][C:11]=1[O:12][CH:13]([CH3:15])[CH3:14])[N:8]=[C:7]([O:16][CH3:17])[C:6]([CH:18]=[O:19])=[CH:5]2.[CH3:20][Mg]Cl.C1COCC1. No catalyst specified. The product is [Cl:1][C:2]1[CH:3]=[C:4]2[C:9](=[CH:10][C:11]=1[O:12][CH:13]([CH3:15])[CH3:14])[N:8]=[C:7]([O:16][CH3:17])[C:6]([CH:18]([OH:19])[CH3:20])=[CH:5]2. The yield is 0.760. (8) The reactants are C1(C(C2C=CC=CC=2)(C2C=CC=CC=2)[N:8]2[CH:16]=[N:15][C:14]3[C:9]2=[N:10][CH:11]=[N:12][C:13]=3[NH2:17])C=CC=CC=1.[Cl:30][CH2:31][CH2:32][O:33][CH2:34]Cl. The catalyst is C(Cl)Cl. The product is [Cl:30][CH2:31][CH2:32][O:33][CH2:34][N:15]1[C:14]2[C:9](=[N:10][CH:11]=[N:12][C:13]=2[NH2:17])[N:8]=[CH:16]1. The yield is 0.900. (9) The reactants are [C:1]1([C:15](O)=[O:16])[C:14]2[C:5](=[CH:6][C:7]3[C:12]([CH:13]=2)=[CH:11][CH:10]=[CH:9][CH:8]=3)[CH:4]=[CH:3][CH:2]=1.C(Cl)(=O)C(Cl)=O.Cl.[F:25][C:26]1[CH:31]=[CH:30][C:29]([CH:32]([OH:46])[CH:33]([NH2:45])[CH2:34][C:35]2[CH:40]=[CH:39][C:38]([C:41]([F:44])([F:43])[F:42])=[CH:37][CH:36]=2)=[CH:28][CH:27]=1.C(=O)([O-])O.[Na+]. The catalyst is O1CCCC1.C(OCC)(=O)C.O.CN(C)C=O. The product is [F:25][C:26]1[CH:27]=[CH:28][C:29]([CH:32]([OH:46])[CH:33]([NH:45][C:15]([C:1]2[C:14]3[C:5](=[CH:6][C:7]4[C:12]([CH:13]=3)=[CH:11][CH:10]=[CH:9][CH:8]=4)[CH:4]=[CH:3][CH:2]=2)=[O:16])[CH2:34][C:35]2[CH:40]=[CH:39][C:38]([C:41]([F:44])([F:43])[F:42])=[CH:37][CH:36]=2)=[CH:30][CH:31]=1. The yield is 0.660. (10) The reactants are [CH3:1][N:2]1[CH:6]=[C:5](B2OC(C)(C)C(C)(C)O2)[CH:4]=[N:3]1.Br[C:17]1[CH:22]=[CH:21][C:20]([C:23]2[S:27][C:26]([NH2:28])=[N:25][N:24]=2)=[C:19]([Cl:29])[CH:18]=1.C([O-])([O-])=O.[Na+].[Na+]. The catalyst is O1CCOCC1.O.C1C=CC([P]([Pd]([P](C2C=CC=CC=2)(C2C=CC=CC=2)C2C=CC=CC=2)([P](C2C=CC=CC=2)(C2C=CC=CC=2)C2C=CC=CC=2)[P](C2C=CC=CC=2)(C2C=CC=CC=2)C2C=CC=CC=2)(C2C=CC=CC=2)C2C=CC=CC=2)=CC=1. The product is [Cl:29][C:19]1[CH:18]=[C:17]([C:5]2[CH:4]=[N:3][N:2]([CH3:1])[CH:6]=2)[CH:22]=[CH:21][C:20]=1[C:23]1[S:27][C:26]([NH2:28])=[N:25][N:24]=1. The yield is 0.470.